Dataset: Catalyst prediction with 721,799 reactions and 888 catalyst types from USPTO. Task: Predict which catalyst facilitates the given reaction. (1) Reactant: C(Cl)Cl.[N+](C1C=C([N+]([O-])=O)C=CC=1N[C:17](=[O:24])[C:18]1[CH:23]=[CH:22][CH:21]=[CH:20][CH:19]=1)([O-])=O. Product: [C:17]([C:18]1[CH:19]=[CH:20][CH:21]=[CH:22][CH:23]=1)(=[O:24])[C:18]1[CH:23]=[CH:22][CH:21]=[CH:20][CH:19]=1. The catalyst class is: 48. (2) Product: [F:10][C:8]1[CH:9]=[C:2]([C:15]2[CH:16]=[C:17]([N+:20]([O-:22])=[O:21])[CH:18]=[CH:19][C:14]=2[F:13])[C:3]([C:4]#[N:5])=[CH:6][CH:7]=1. The catalyst class is: 7. Reactant: Br[C:2]1[CH:9]=[C:8]([F:10])[CH:7]=[CH:6][C:3]=1[C:4]#[N:5].[F-].[K+].[F:13][C:14]1[CH:19]=[CH:18][C:17]([N+:20]([O-:22])=[O:21])=[CH:16][C:15]=1B1OC(C)(C)C(C)(C)O1. (3) Reactant: C1(S([N:10]2[C:14]3=[N:15][CH:16]=[CH:17][CH:18]=[C:13]3[C:12]([CH2:19][C:20]3[CH:21]=[CH:22][C:23]([NH:26][CH2:27][C:28]4[CH:29]=NC=[CH:32][C:33]=4[Cl:34])=[N:24][CH:25]=3)=[CH:11]2)(=O)=O)C=CC=CC=1.[F-].[CH2:36]([N+:40](CCCC)(CCCC)CCCC)CCC. Product: [Cl:34][C:33]1[CH:32]=[N:40][CH:36]=[CH:29][C:28]=1[CH2:27][NH:26][C:23]1[CH:22]=[CH:21][C:20]([CH2:19][C:12]2[C:13]3[C:14](=[N:15][CH:16]=[CH:17][CH:18]=3)[NH:10][CH:11]=2)=[CH:25][N:24]=1. The catalyst class is: 7. (4) Reactant: C[O:2][C:3]([C:5]1[CH:10]=[C:9]([NH:11][C:12](=[O:19])[C:13]2[CH:18]=[CH:17][CH:16]=[CH:15][CH:14]=2)[CH:8]=[CH:7][N:6]=1)=O.[C-]#N.[K+].[NH2:23][OH:24].C(O)(=O)CC(CC(O)=O)(C(O)=O)O. Product: [OH:24][NH:23][C:3]([C:5]1[CH:10]=[C:9]([NH:11][C:12](=[O:19])[C:13]2[CH:18]=[CH:17][CH:16]=[CH:15][CH:14]=2)[CH:8]=[CH:7][N:6]=1)=[O:2]. The catalyst class is: 364. (5) Reactant: [F:1][C:2]1[CH:7]=[CH:6][C:5]([F:8])=[CH:4][C:3]=1[N:9]1[C:13]([S:14]([C:17]2[CH:18]=[N:19][CH:20]=[CH:21][CH:22]=2)(=[O:16])=[O:15])=[CH:12][C:11]([CH2:23][N:24](C)[C:25](=O)OC(C)(C)C)=[N:10]1.[C:33]([O:36]CC)(=[O:35])[CH3:34].[C:39]([O:42]CC)(=[O:41])[CH3:40].Cl. Product: [C:39]([OH:42])(=[O:41])/[CH:40]=[CH:34]/[C:33]([OH:36])=[O:35].[F:1][C:2]1[CH:7]=[CH:6][C:5]([F:8])=[CH:4][C:3]=1[N:9]1[C:13]([S:14]([C:17]2[CH:18]=[N:19][CH:20]=[CH:21][CH:22]=2)(=[O:15])=[O:16])=[CH:12][C:11]([CH2:23][NH:24][CH3:25])=[N:10]1. The catalyst class is: 8. (6) Reactant: [CH3:1][O:2][C:3](=[O:31])[CH:4]([NH:20]C(OCC1C=CC=CC=1)=O)[CH2:5][C:6]1[CH:7]=[N:8][C:9]([O:12][CH2:13][C:14]2[CH:19]=[CH:18][CH:17]=[CH:16][CH:15]=2)=[CH:10][CH:11]=1.C[Si](I)(C)C.C(=O)(O)[O-].[Na+]. Product: [CH3:1][O:2][C:3](=[O:31])[CH:4]([NH2:20])[CH2:5][C:6]1[CH:7]=[N:8][C:9]([O:12][CH2:13][C:14]2[CH:19]=[CH:18][CH:17]=[CH:16][CH:15]=2)=[CH:10][CH:11]=1. The catalyst class is: 2.